Dataset: Full USPTO retrosynthesis dataset with 1.9M reactions from patents (1976-2016). Task: Predict the reactants needed to synthesize the given product. (1) Given the product [Cl:1][C:2]1[CH:3]=[C:4]2[C:12](=[CH:13][C:14]=1[Cl:15])[NH:11][C:10]1[C:9]([C:31]([F:32])([F:33])[F:34])([OH:26])[CH:8]([CH3:35])[CH2:7][CH2:6][C:5]2=1, predict the reactants needed to synthesize it. The reactants are: [Cl:1][C:2]1[CH:3]=[C:4]2[C:12](=[CH:13][C:14]=1[Cl:15])[N:11](S(C1C=CC(C)=CC=1)(=O)=O)[C:10]1[C:9]([C:31]([F:34])([F:33])[F:32])([O:26][Si](C)(C)C)[CH:8]([CH3:35])[CH2:7][CH2:6][C:5]2=1.[OH-].[K+].CCO. (2) Given the product [CH3:21][O:22][C:23](=[O:34])[C:24]1[CH:29]=[C:28]([C:30]#[N:31])[CH:27]=[CH:26][C:25]=1[CH2:32][N:10]([CH2:9][C:3]1[C:2]([CH3:1])=[CH:7][C:6]([CH3:8])=[CH:5][N:4]=1)[CH:11]1[C:20]2[N:19]=[CH:18][CH:17]=[CH:16][C:15]=2[CH2:14][CH2:13][CH2:12]1, predict the reactants needed to synthesize it. The reactants are: [CH3:1][C:2]1[C:3]([CH2:9][NH:10][C@H:11]2[C:20]3[N:19]=[CH:18][CH:17]=[CH:16][C:15]=3[CH2:14][CH2:13][CH2:12]2)=[N:4][CH:5]=[C:6]([CH3:8])[CH:7]=1.[CH3:21][O:22][C:23](=[O:34])[C:24]1[CH:29]=[C:28]([C:30]#[N:31])[CH:27]=[CH:26][C:25]=1[CH2:32]Br.C([O-])([O-])=O.[K+].[K+]. (3) Given the product [N:4]1[CH:3]=[C:2]([S:1][CH2:8][CH2:9][CH2:10][CH2:11][CH2:12][CH2:13][CH2:14][CH2:15][S:1][C:2]2[NH:6][N:5]=[N:4][CH:3]=2)[NH:6][N:5]=1, predict the reactants needed to synthesize it. The reactants are: [SH:1][C:2]1[NH:6][N:5]=[N:4][CH:3]=1.I[CH2:8][CH2:9][CH2:10][CH2:11][CH2:12][CH2:13][CH2:14][CH2:15]I. (4) Given the product [O:29]=[S:27]1(=[O:30])[CH2:28][C:24]2[CH:23]=[C:22]([C:2]3[C:11]4[C:6](=[CH:7][CH:8]=[C:9]([C:12]#[N:13])[CH:10]=4)[CH:5]=[N:4][CH:3]=3)[CH:32]=[CH:31][C:25]=2[NH:26]1, predict the reactants needed to synthesize it. The reactants are: Cl[C:2]1[C:11]2[C:6](=[CH:7][CH:8]=[C:9]([C:12]#[N:13])[CH:10]=2)[CH:5]=[N:4][CH:3]=1.CC1(C)C(C)(C)OB([C:22]2[CH:32]=[CH:31][C:25]3[NH:26][S:27](=[O:30])(=[O:29])[CH2:28][C:24]=3[CH:23]=2)O1.C(Cl)Cl.C(=O)([O-])[O-].[Na+].[Na+].O. (5) Given the product [N+:41]([C:44]1[CH:45]=[CH:46][C:47]([N:50]=[C:51]2[N:29]([CH2:30][CH:31]([CH3:33])[CH3:32])[C@@H:26]([CH2:25][CH:24]([CH3:34])[CH3:23])[CH2:27][S:52]2)=[CH:48][CH:49]=1)([O-:43])=[O:42], predict the reactants needed to synthesize it. The reactants are: OC[C@@H](N)CC(C)C.COC(=O)[C@H](CC(C)C)N.OCCN.[CH3:23][CH:24]([CH3:34])[CH2:25][C@H:26]([NH:29][CH2:30][CH:31]([CH3:33])[CH3:32])[CH2:27]O.[Cl-].C([NH3+])C(C)C.[N+:41]([C:44]1[CH:49]=[CH:48][C:47]([N:50]=[C:51]=[S:52])=[CH:46][CH:45]=1)([O-:43])=[O:42].